From a dataset of Catalyst prediction with 721,799 reactions and 888 catalyst types from USPTO. Predict which catalyst facilitates the given reaction. (1) Reactant: [NH2:1][C:2]1[N:10]=[C:9]([O:11][CH2:12][CH2:13][CH2:14][CH3:15])[N:8]=[C:7]2[C:3]=1[NH:4][C:5](=[O:47])[N:6]2[CH2:16][CH2:17][CH2:18][N:19]([CH2:35][C:36]1[CH:41]=[CH:40][C:39]([CH2:42][C:43]([O:45][CH3:46])=[O:44])=[CH:38][CH:37]=1)[C@@H:20]1[CH2:24][CH2:23][N:22]([C:25](OCC2C=CC=CC=2)=O)[CH2:21]1.C([O-])(O)=O.[Na+]. Product: [NH2:1][C:2]1[N:10]=[C:9]([O:11][CH2:12][CH2:13][CH2:14][CH3:15])[N:8]=[C:7]2[C:3]=1[NH:4][C:5](=[O:47])[N:6]2[CH2:16][CH2:17][CH2:18][N:19]([CH2:35][C:36]1[CH:37]=[CH:38][C:39]([CH2:42][C:43]([O:45][CH3:46])=[O:44])=[CH:40][CH:41]=1)[C@@H:20]1[CH2:24][CH2:23][N:22]([CH3:25])[CH2:21]1. The catalyst class is: 123. (2) Reactant: CS(O[CH2:6][C:7]1[S:15][C:14]2[C:9](=[N:10][CH:11]=[C:12]([C:16]([F:19])([F:18])[F:17])[CH:13]=2)[CH:8]=1)(=O)=O.[N:20]1([C:26]2[CH:31]=[CH:30][C:29]([OH:32])=[CH:28][CH:27]=2)[CH2:25][CH2:24][NH:23][CH2:22][CH2:21]1. Product: [F:17][C:16]([F:19])([F:18])[C:12]1[CH:13]=[C:14]2[S:15][C:7]([CH2:6][N:23]3[CH2:22][CH2:21][N:20]([C:26]4[CH:27]=[CH:28][C:29]([OH:32])=[CH:30][CH:31]=4)[CH2:25][CH2:24]3)=[CH:8][C:9]2=[N:10][CH:11]=1. The catalyst class is: 16.